From a dataset of Catalyst prediction with 721,799 reactions and 888 catalyst types from USPTO. Predict which catalyst facilitates the given reaction. (1) Reactant: [NH2:1][CH:2]1[CH2:7][CH2:6][N:5]([S:8]([C:11]2[CH:12]=[C:13]3[C:17](=[CH:18][CH:19]=2)[N:16]([C:20]([CH:22]2[CH2:24][CH2:23]2)=[O:21])[CH2:15][CH2:14]3)(=[O:10])=[O:9])[CH2:4][CH2:3]1.C(N(C(C)C)CC)(C)C.[C:34](Cl)(=[O:37])[CH:35]=[CH2:36]. Product: [CH:22]1([C:20]([N:16]2[C:17]3[C:13](=[CH:12][C:11]([S:8]([N:5]4[CH2:6][CH2:7][CH:2]([NH:1][C:34](=[O:37])[CH:35]=[CH2:36])[CH2:3][CH2:4]4)(=[O:10])=[O:9])=[CH:19][CH:18]=3)[CH2:14][CH2:15]2)=[O:21])[CH2:23][CH2:24]1. The catalyst class is: 49. (2) Reactant: [F:1][C:2]([F:13])([F:12])[C:3]1[CH:4]=[C:5]([CH2:9][CH2:10][NH2:11])[CH:6]=[CH:7][CH:8]=1.[O:14]=[C:15]1[C:19]([C:26]2[CH:31]=[CH:30][CH:29]=[CH:28][CH:27]=2)([C:20]2[CH:25]=[CH:24][CH:23]=[CH:22][CH:21]=2)[CH2:18][CH2:17][N:16]1[CH2:32][C:33](O)=[O:34].Cl.C(N=C=NCCCN(C)C)C. Product: [O:14]=[C:15]1[C:19]([C:26]2[CH:27]=[CH:28][CH:29]=[CH:30][CH:31]=2)([C:20]2[CH:25]=[CH:24][CH:23]=[CH:22][CH:21]=2)[CH2:18][CH2:17][N:16]1[CH2:32][C:33]([NH:11][CH2:10][CH2:9][C:5]1[CH:6]=[CH:7][CH:8]=[C:3]([C:2]([F:12])([F:13])[F:1])[CH:4]=1)=[O:34]. The catalyst class is: 4. (3) Reactant: [ClH:1].Cl.[CH3:3][C:4]1[NH:8][N:7]=[CH:6][C:5]=1[C:9]1[S:17][C:16]2[C:15](=[O:18])[NH:14][C:13]([C@@H:19]3[CH2:24][CH:23]=[CH:22][CH2:21][NH:20]3)=[N:12][C:11]=2[CH:10]=1.O. Product: [ClH:1].[CH3:3][C:4]1[NH:8][N:7]=[CH:6][C:5]=1[C:9]1[S:17][C:16]2[C:15](=[O:18])[NH:14][C:13]([C@@H:19]3[CH2:24][CH:23]=[CH:22][CH2:21][NH:20]3)=[N:12][C:11]=2[CH:10]=1. The catalyst class is: 8.